From a dataset of Reaction yield outcomes from USPTO patents with 853,638 reactions. Predict the reaction yield, written as a fraction of the theoretical maximum amount of product (1.0 means a 100% yield; for example, 0.34 means a 34% yield). (1) The yield is 0.350. The reactants are Br[C:2]1[CH:7]=[CH:6][N:5]=[C:4]2[N:8]([CH2:11][O:12][CH2:13][CH2:14][Si:15]([CH3:18])([CH3:17])[CH3:16])[CH:9]=[CH:10][C:3]=12.C([Mg]Cl)(C)C.[Cl:24][CH2:25][C:26](N(OC)C)=[O:27]. The catalyst is CCOCC.C1COCC1. The product is [Cl:24][CH2:25][C:26]([C:2]1[CH:7]=[CH:6][N:5]=[C:4]2[N:8]([CH2:11][O:12][CH2:13][CH2:14][Si:15]([CH3:18])([CH3:17])[CH3:16])[CH:9]=[CH:10][C:3]=12)=[O:27]. (2) The reactants are Cl.[CH:2]1([C:5]2[C:6]([O:15][C@@H:16]3[CH2:21][CH2:20][CH2:19][N:18]([CH2:22][C:23]4[CH:28]=[C:27]([Cl:29])[CH:26]=[C:25]([Cl:30])[CH:24]=4)[CH2:17]3)=[CH:7][C:8]([F:14])=[C:9]([CH:13]=2)[C:10]([OH:12])=O)[CH2:4][CH2:3]1.C(N=C=NCCCN(C)C)C.[CH:42]1([S:45]([NH2:48])(=[O:47])=[O:46])[CH2:44][CH2:43]1. The catalyst is ClCCl.CN(C)C1C=CN=CC=1. The product is [CH:2]1([C:5]2[C:6]([O:15][C@@H:16]3[CH2:21][CH2:20][CH2:19][N:18]([CH2:22][C:23]4[CH:28]=[C:27]([Cl:29])[CH:26]=[C:25]([Cl:30])[CH:24]=4)[CH2:17]3)=[CH:7][C:8]([F:14])=[C:9]([CH:13]=2)[C:10]([NH:48][S:45]([CH:42]2[CH2:44][CH2:43]2)(=[O:47])=[O:46])=[O:12])[CH2:3][CH2:4]1. The yield is 0.200. (3) The reactants are [NH:1]1[CH2:6][CH2:5][O:4][CH2:3][CH2:2]1.[CH2:7]([CH:9]1[O:11][CH2:10]1)[Cl:8]. The catalyst is C(O)C. The product is [Cl:8][CH2:7][CH:9]([OH:11])[CH2:10][N:1]1[CH2:6][CH2:5][O:4][CH2:3][CH2:2]1. The yield is 0.370. (4) The reactants are [NH2:1][C:2]1[C:3]([C:9]([OH:11])=O)=[N:4][CH:5]=[C:6]([Br:8])[CH:7]=1.[NH2:12][C:13](N)=[O:14]. The catalyst is O. The product is [Br:8][C:6]1[CH:5]=[N:4][C:3]2[C:9]([OH:11])=[N:12][C:13]([OH:14])=[N:1][C:2]=2[CH:7]=1. The yield is 0.910. (5) The reactants are [F:1][C:2]1[CH:7]=[CH:6][C:5]([C:8]2[S:9][C:10]3[N:11]=[C:12]([NH2:23])[N:13]=[C:14]([N:17]4[CH2:22][CH2:21][NH:20][CH2:19][CH2:18]4)[C:15]=3[N:16]=2)=[CH:4][CH:3]=1.N1C=CC=CC=1.[C:30]1([S:36](Cl)(=[O:38])=[O:37])[CH:35]=[CH:34][CH:33]=[CH:32][CH:31]=1. The catalyst is CN(C=O)C. The product is [F:1][C:2]1[CH:7]=[CH:6][C:5]([C:8]2[S:9][C:10]3[N:11]=[C:12]([NH2:23])[N:13]=[C:14]([N:17]4[CH2:18][CH2:19][N:20]([S:36]([C:30]5[CH:35]=[CH:34][CH:33]=[CH:32][CH:31]=5)(=[O:38])=[O:37])[CH2:21][CH2:22]4)[C:15]=3[N:16]=2)=[CH:4][CH:3]=1. The yield is 0.450.